From a dataset of Peptide-MHC class I binding affinity with 185,985 pairs from IEDB/IMGT. Regression. Given a peptide amino acid sequence and an MHC pseudo amino acid sequence, predict their binding affinity value. This is MHC class I binding data. (1) The peptide sequence is MSYAMCTNTF. The MHC is HLA-B15:01 with pseudo-sequence HLA-B15:01. The binding affinity (normalized) is 0.789. (2) The peptide sequence is FLLAQFTSA. The MHC is HLA-A02:06 with pseudo-sequence HLA-A02:06. The binding affinity (normalized) is 0.801. (3) The peptide sequence is WFYDNDNPY. The MHC is HLA-B46:01 with pseudo-sequence HLA-B46:01. The binding affinity (normalized) is 0.347.